Dataset: Catalyst prediction with 721,799 reactions and 888 catalyst types from USPTO. Task: Predict which catalyst facilitates the given reaction. (1) Reactant: [Cl:1][C:2]1[C:3]([C:13]([F:16])([F:15])[F:14])=[N:4][NH:5][C:6]=1[C:7]1[CH:12]=[CH:11][CH:10]=[CH:9][CH:8]=1.C([O-])([O-])=O.[K+].[K+].Cl[CH2:24][C:25]([N:27]1[CH2:32][CH2:31][N:30]([C:33]2[CH:38]=[CH:37][C:36]([Br:39])=[C:35]([O:40][CH3:41])[CH:34]=2)[CH2:29][CH2:28]1)=[O:26].CN(C=O)C. Product: [Br:39][C:36]1[CH:37]=[CH:38][C:33]([N:30]2[CH2:31][CH2:32][N:27]([C:25](=[O:26])[CH2:24][N:4]3[C:3]([C:13]([F:14])([F:16])[F:15])=[C:2]([Cl:1])[C:6]([C:7]4[CH:12]=[CH:11][CH:10]=[CH:9][CH:8]=4)=[N:5]3)[CH2:28][CH2:29]2)=[CH:34][C:35]=1[O:40][CH3:41]. The catalyst class is: 195. (2) Reactant: N1C=CN=N1.[H-].[Na+].[N:8]1[NH:9][C:10]([SH:13])=[N:11][CH:12]=1.Br[CH2:15][CH:16]([C:39]1[CH:40]=[C:41]([CH3:45])[CH:42]=[CH:43][CH:44]=1)[CH2:17][C:18]1[CH:22]=[C:21]([C:23]2[CH:28]=[CH:27][C:26]([Cl:29])=[C:25]([Cl:30])[CH:24]=2)[N:20]([C:31]2[CH:36]=[CH:35][C:34]([O:37][CH3:38])=[CH:33][CH:32]=2)[N:19]=1. Product: [Cl:30][C:25]1[CH:24]=[C:23]([C:21]2[N:20]([C:31]3[CH:32]=[CH:33][C:34]([O:37][CH3:38])=[CH:35][CH:36]=3)[N:19]=[C:18]([CH2:17][CH:16]([C:39]3[CH:40]=[C:41]([CH3:45])[CH:42]=[CH:43][CH:44]=3)[CH2:15][S:13][C:10]3[NH:9][N:8]=[CH:12][N:11]=3)[CH:22]=2)[CH:28]=[CH:27][C:26]=1[Cl:29]. The catalyst class is: 9. (3) Reactant: Cl[C:2]1[N:11]=[C:10]([CH3:12])[CH:9]=[CH:8][C:3]=1[C:4]([O:6][CH3:7])=[O:5].O.[NH2:14][NH2:15]. Product: [NH:14]([C:2]1[N:11]=[C:10]([CH3:12])[CH:9]=[CH:8][C:3]=1[C:4]([O:6][CH3:7])=[O:5])[NH2:15]. The catalyst class is: 12. (4) Reactant: [CH2:1]([C:3]1[N:7]([C:8]2[N:16]=[C:15]3[C:11]([N:12]=[C:13]([C:18]4([O:22][CH3:23])[CH2:21][NH:20][CH2:19]4)[N:14]3[CH3:17])=[C:10]([N:24]3[CH2:29][CH2:28][O:27][CH2:26][CH2:25]3)[N:9]=2)[C:6]2[CH:30]=[CH:31][CH:32]=[CH:33][C:5]=2[N:4]=1)[CH3:2].[OH:34][C:35]([CH3:40])([CH3:39])[C:36](O)=[O:37].C1C=CC2N(O)N=NC=2C=1.CN1CCOCC1.CCN=C=NCCCN(C)C. Product: [CH2:1]([C:3]1[N:7]([C:8]2[N:16]=[C:15]3[C:11]([N:12]=[C:13]([C:18]4([O:22][CH3:23])[CH2:21][N:20]([C:36](=[O:37])[C:35]([OH:34])([CH3:40])[CH3:39])[CH2:19]4)[N:14]3[CH3:17])=[C:10]([N:24]3[CH2:29][CH2:28][O:27][CH2:26][CH2:25]3)[N:9]=2)[C:6]2[CH:30]=[CH:31][CH:32]=[CH:33][C:5]=2[N:4]=1)[CH3:2]. The catalyst class is: 76.